Task: Predict the reactants needed to synthesize the given product.. Dataset: Full USPTO retrosynthesis dataset with 1.9M reactions from patents (1976-2016) (1) Given the product [CH:1]1([O:4][C:5]2[CH:6]=[C:7]([C:15]3[NH:32][C:18]4[CH:19]=[N:20][NH:21][C:22](=[O:23])[C:17]=4[C:16]=3[CH3:33])[CH:8]=[CH:9][C:10]=2[O:11][CH:12]([F:13])[F:14])[CH2:2][CH2:3]1, predict the reactants needed to synthesize it. The reactants are: [CH:1]1([O:4][C:5]2[CH:6]=[C:7]([C:15]3[NH:32][C:18]4[CH:19]=[N:20][N:21](COCC[Si](C)(C)C)[C:22](=[O:23])[C:17]=4[C:16]=3[CH3:33])[CH:8]=[CH:9][C:10]=2[O:11][CH:12]([F:14])[F:13])[CH2:3][CH2:2]1.FC(F)(F)C(O)=O. (2) Given the product [C:1]([NH:5][C:6]([C:7]1[CH:12]=[CH:11][C:10]([NH:16][C:17]([CH3:22])([CH3:21])[C:18]([OH:20])=[O:19])=[CH:9][C:8]=1[F:14])=[O:15])([CH3:4])([CH3:3])[CH3:2], predict the reactants needed to synthesize it. The reactants are: [C:1]([NH:5][C:6](=[O:15])[C:7]1[CH:12]=[CH:11][C:10](Br)=[CH:9][C:8]=1[F:14])([CH3:4])([CH3:3])[CH3:2].[NH2:16][C:17]([CH3:22])([CH3:21])[C:18]([OH:20])=[O:19].C([O-])([O-])=O.[K+].[K+].C(C1CCCCC1=O)(=O)C.C(O)(=O)CC(CC(O)=O)(C(O)=O)O.